The task is: Predict the reaction yield, written as a fraction of the theoretical maximum amount of product (1.0 means a 100% yield; for example, 0.34 means a 34% yield).. This data is from Reaction yield outcomes from USPTO patents with 853,638 reactions. (1) The reactants are [Br:1][C:2]1[CH:3]=[C:4]([N+:22]([O-])=O)[CH:5]=[C:6]2[C:11]=1[N:10]=[CH:9][C:8]([C:12]#[N:13])=[C:7]2[NH:14][CH:15]1[CH2:21][CH2:20][CH2:19][CH2:18][CH2:17][CH2:16]1.O.O.[Sn](Cl)(Cl)(Cl)Cl. No catalyst specified. The product is [NH2:22][C:4]1[CH:5]=[C:6]2[C:11](=[C:2]([Br:1])[CH:3]=1)[N:10]=[CH:9][C:8]([C:12]#[N:13])=[C:7]2[NH:14][CH:15]1[CH2:16][CH2:17][CH2:18][CH2:19][CH2:20][CH2:21]1. The yield is 0.760. (2) The reactants are [I:1][CH2:2][CH2:3][CH2:4][CH2:5][CH2:6][CH2:7][CH2:8][CH2:9][CH2:10][CH2:11]I.[N:13]1[CH:18]=[CH:17][CH:16]=[CH:15][CH:14]=1. No catalyst specified. The product is [I-:1].[I-:1].[CH2:2]([N+:13]1[CH:18]=[CH:17][CH:16]=[CH:15][CH:14]=1)[CH2:3][CH2:4][CH2:5][CH2:6][CH2:7][CH2:8][CH2:9][CH2:10][CH2:11][N+:13]1[CH:18]=[CH:17][CH:16]=[CH:15][CH:14]=1. The yield is 0.900. (3) The reactants are [CH3:1][S:2][C:3]1[N:8]=[C:7]([S:9][CH3:10])[N:6]=[C:5]([NH:11][CH:12]2[CH2:16][CH2:15][CH2:14][CH2:13]2)[N:4]=1.C1(S(N2C(C3C=CC=CC=3)O2)(=O)=[O:24])C=CC=CC=1. The catalyst is ClCCl. The product is [CH:12]1([NH:11][C:5]2[N:4]=[C:3]([S:2]([CH3:1])=[O:24])[N:8]=[C:7]([S:9][CH3:10])[N:6]=2)[CH2:16][CH2:15][CH2:14][CH2:13]1. The yield is 0.780. (4) The reactants are S(Cl)(Cl)=O.[Br:5][C:6]1[S:10][C:9]2=[N:11][C:12]([C:14]([OH:16])=O)=[CH:13][N:8]2[CH:7]=1.[N-:17]=[N+:18]=[N-:19].[Na+]. The catalyst is O. The product is [Br:5][C:6]1[S:10][C:9]2=[N:11][C:12]([C:14]([N:17]=[N+:18]=[N-:19])=[O:16])=[CH:13][N:8]2[CH:7]=1. The yield is 0.800. (5) The reactants are [F:1][C:2]1[CH:7]=[C:6]([F:8])[C:5]([N+:9]([O-])=O)=[CH:4][C:3]=1[CH2:12][C:13]([O:15][CH2:16][CH3:17])=[O:14]. The catalyst is CCOC(C)=O.[Pd]. The product is [NH2:9][C:5]1[C:6]([F:8])=[CH:7][C:2]([F:1])=[C:3]([CH2:12][C:13]([O:15][CH2:16][CH3:17])=[O:14])[CH:4]=1. The yield is 0.990. (6) The reactants are [CH3:1][O:2][C:3]1[CH:8]=[CH:7][C:6]([CH2:9][C:10]#[N:11])=[CH:5][CH:4]=1.BrBr.[Al+3].[Cl-].[Cl-].[Cl-].Cl. The catalyst is C1C=CC=CC=1. The product is [CH3:1][O:2][C:3]1[CH:8]=[CH:7][C:6]([CH:9]([C:3]2[CH:8]=[CH:7][CH:6]=[CH:5][CH:4]=2)[C:10]#[N:11])=[CH:5][CH:4]=1. The yield is 0.160. (7) The reactants are COC(=O)C(NC1C=C(Cl)C=C(Cl)C=1OCC1C=CC=CC=1)=CC([O-])=O.C[O:28][C:29]([C:31]1[CH:40]=[C:39]([CH2:41][CH2:42][CH2:43][CH2:44][CH2:45][CH3:46])[C:38]2[C:33](=[C:34]([O:47]CC3C=CC=CC=3)[CH:35]=[CH:36][CH:37]=2)[N:32]=1)=[O:30]. No catalyst specified. The product is [CH2:41]([C:39]1[C:38]2[C:33](=[C:34]([OH:47])[CH:35]=[CH:36][CH:37]=2)[N:32]=[C:31]([C:29]([OH:30])=[O:28])[CH:40]=1)[CH2:42][CH2:43][CH2:44][CH2:45][CH3:46]. The yield is 0.700. (8) The reactants are [OH:1][C:2]1[C:11]2[C:6](=[CH:7][CH:8]=[CH:9][CH:10]=2)[N:5]=[CH:4][N:3]=1.C1CN([P+](O[N:29]2[N:37]=[N:36][C:31]3[CH:32]=[CH:33][CH:34]=[N:35][C:30]2=3)(N2CCCC2)N2CCCC2)CC1.F[P-](F)(F)(F)(F)F.C1CCN2C(=NCCC2)CC1. The catalyst is CC#N. The product is [N:36]1[C:31]2[C:30](=[N:35][CH:34]=[CH:33][CH:32]=2)[N:29]([O:1][C:2]2[C:11]3[C:6](=[CH:7][CH:8]=[CH:9][CH:10]=3)[N:5]=[CH:4][N:3]=2)[N:37]=1. The yield is 0.800. (9) The reactants are [H-].[Na+].[NH:3]1[CH2:8][CH2:7][CH:6]([OH:9])[CH2:5][CH2:4]1.Br[C:11]1[CH:16]=[CH:15][C:14]([Br:17])=[CH:13][N:12]=1. The catalyst is CS(C)=O. The product is [Br:17][C:14]1[CH:15]=[CH:16][C:11]([O:9][CH:6]2[CH2:7][CH2:8][NH:3][CH2:4][CH2:5]2)=[N:12][CH:13]=1. The yield is 0.580.